From a dataset of Forward reaction prediction with 1.9M reactions from USPTO patents (1976-2016). Predict the product of the given reaction. (1) Given the reactants [C:1]([O:5][C:6]([N:8]1[CH2:13][CH2:12][C:11]([NH2:15])([CH3:14])[CH2:10][CH2:9]1)=[O:7])([CH3:4])([CH3:3])[CH3:2].[CH:16](=O)[CH3:17].C(O[BH-](OC(=O)C)OC(=O)C)(=O)C.[Na+], predict the reaction product. The product is: [CH2:16]([NH:15][C:11]1([CH3:14])[CH2:12][CH2:13][N:8]([C:6]([O:5][C:1]([CH3:4])([CH3:2])[CH3:3])=[O:7])[CH2:9][CH2:10]1)[CH3:17]. (2) Given the reactants [F:1][C:2]([F:7])([F:6])[C:3]([OH:5])=[O:4].[F:8][C:9]([F:14])([F:13])[C:10]([OH:12])=[O:11].Cl[C:16]1[NH:17][C:18]([C:27]2[CH:32]=[CH:31][NH:30][C:29](=[O:33])[CH:28]=2)=[C:19]([C:21]2[CH:22]=[N:23][CH:24]=[CH:25][CH:26]=2)[N:20]=1.[OH:34][CH:35]1[CH2:40][CH2:39][NH:38][CH2:37][CH2:36]1, predict the reaction product. The product is: [F:1][C:2]([F:7])([F:6])[C:3]([OH:5])=[O:4].[F:8][C:9]([F:14])([F:13])[C:10]([OH:12])=[O:11].[OH:34][CH:35]1[CH2:40][CH2:39][N:38]([C:16]2[NH:17][C:18]([C:27]3[CH:32]=[CH:31][NH:30][C:29](=[O:33])[CH:28]=3)=[C:19]([C:21]3[CH:22]=[N:23][CH:24]=[CH:25][CH:26]=3)[N:20]=2)[CH2:37][CH2:36]1. (3) Given the reactants [CH3:1][N:2]1[CH:6]=[C:5]([CH2:7][NH2:8])[CH:4]=[N:3]1.[CH2:9]([O:16][C:17]1[CH:22]=[CH:21][N:20]([C:23]2[S:24][C:25]([C:29](O)=[O:30])=[C:26]([CH3:28])[N:27]=2)[C:19](=[O:32])[CH:18]=1)[C:10]1[CH:15]=[CH:14][CH:13]=[CH:12][CH:11]=1, predict the reaction product. The product is: [CH2:9]([O:16][C:17]1[CH:22]=[CH:21][N:20]([C:23]2[S:24][C:25]([C:29]([NH:8][CH2:7][C:5]3[CH:4]=[N:3][N:2]([CH3:1])[CH:6]=3)=[O:30])=[C:26]([CH3:28])[N:27]=2)[C:19](=[O:32])[CH:18]=1)[C:10]1[CH:15]=[CH:14][CH:13]=[CH:12][CH:11]=1. (4) Given the reactants [C:1]([C:3]1([CH3:6])[CH2:5][CH2:4]1)#[CH:2].Cl/[C:8](=[N:14]\[OH:15])/[C:9]([O:11][CH2:12][CH3:13])=[O:10].C(N(CC)CC)C, predict the reaction product. The product is: [CH2:12]([O:11][C:9]([C:8]1[CH:2]=[C:1]([C:3]2([CH3:6])[CH2:5][CH2:4]2)[O:15][N:14]=1)=[O:10])[CH3:13]. (5) The product is: [CH3:14][NH:15][C@H:10]1[CH2:11][CH2:12][C@H:7]([C:1]2[CH:6]=[CH:5][CH:4]=[CH:3][CH:2]=2)[CH2:8][CH2:9]1. Given the reactants [C:1]1([CH:7]2[CH2:12][CH2:11][C:10](=O)[CH2:9][CH2:8]2)[CH:6]=[CH:5][CH:4]=[CH:3][CH:2]=1.[CH3:14][NH2:15], predict the reaction product. (6) The product is: [F:1][C:2]1[CH:23]=[C:22]([NH2:24])[CH:21]=[CH:20][C:3]=1[O:4][C:5]1[C:6]2[NH:13][C:12]([C:14]3[CH:19]=[CH:18][CH:17]=[CH:16][CH:15]=3)=[CH:11][C:7]=2[N:8]=[CH:9][N:10]=1. Given the reactants [F:1][C:2]1[CH:23]=[C:22]([N+:24]([O-])=O)[CH:21]=[CH:20][C:3]=1[O:4][C:5]1[C:6]2[NH:13][C:12]([C:14]3[CH:19]=[CH:18][CH:17]=[CH:16][CH:15]=3)=[CH:11][C:7]=2[N:8]=[CH:9][N:10]=1, predict the reaction product. (7) The product is: [F:10][C:11]1[C:16]([O:17][CH3:18])=[CH:15][CH:14]=[C:13]([F:19])[C:12]=1[C:2]1[C:7]([F:8])=[CH:6][CH:5]=[C:4]([CH3:9])[N:3]=1. Given the reactants Br[C:2]1[C:7]([F:8])=[CH:6][CH:5]=[C:4]([CH3:9])[N:3]=1.[F:10][C:11]1[C:16]([O:17][CH3:18])=[CH:15][CH:14]=[C:13]([F:19])[C:12]=1B(O)O, predict the reaction product. (8) Given the reactants Br[C:2]1[C:10]2[N:9]3[CH2:11][CH2:12][NH:13][C:14](=[O:15])[C:8]3=[CH:7][C:6]=2[CH:5]=[C:4]([Cl:16])[CH:3]=1.[CH2:17](B(O)O)[CH:18]([CH3:20])[CH3:19], predict the reaction product. The product is: [Cl:16][C:4]1[CH:3]=[C:2]([CH2:17][CH:18]([CH3:20])[CH3:19])[C:10]2[N:9]3[CH2:11][CH2:12][NH:13][C:14](=[O:15])[C:8]3=[CH:7][C:6]=2[CH:5]=1. (9) Given the reactants [C:1]([C:3](=[CH:7][C:8]([CH3:11])([CH3:10])[CH3:9])[C:4]([OH:6])=O)#[N:2].[NH2:12][C:13]1[C:21]2[C:16](=[CH:17][CH:18]=[CH:19][C:20]=2[C:22]2[CH:27]=[CH:26][C:25]([NH:28][C:29]([NH:31][CH:32]3[CH2:37][CH2:36][CH2:35][NH:34][CH2:33]3)=[O:30])=[CH:24][CH:23]=2)[NH:15][N:14]=1.N1C=CC=CC=1, predict the reaction product. The product is: [NH2:12][C:13]1[C:21]2[C:16](=[CH:17][CH:18]=[CH:19][C:20]=2[C:22]2[CH:23]=[CH:24][C:25]([NH:28][C:29]([NH:31][CH:32]3[CH2:37][CH2:36][CH2:35][N:34]([C:4](=[O:6])[C:3]([C:1]#[N:2])=[CH:7][C:8]([CH3:11])([CH3:10])[CH3:9])[CH2:33]3)=[O:30])=[CH:26][CH:27]=2)[NH:15][N:14]=1.